This data is from Forward reaction prediction with 1.9M reactions from USPTO patents (1976-2016). The task is: Predict the product of the given reaction. (1) Given the reactants [N:1]1[CH:6]=[CH:5][N:4]=[CH:3][C:2]=1[C:7]1[CH:8]=[C:9]([CH:12]=O)[S:10][CH:11]=1.N1(C2C=C[C:22]([CH:23]=[O:24])=CC=2)C=CC=N1, predict the reaction product. The product is: [N:1]1[CH:6]=[CH:5][N:4]=[CH:3][C:2]=1[C:7]1[CH:8]=[C:9](/[CH:12]=[CH:22]/[CH:23]=[O:24])[S:10][CH:11]=1. (2) Given the reactants [CH3:1][C:2]1[N:3]=[C:4]([CH2:16][CH2:17][CH3:18])[N:5]([C:7]2[S:11][CH:10]=[N:9][C:8]=2[NH:12][C:13](=O)[CH3:14])[CH:6]=1.O=P12OP3(OP(OP(O3)(O1)=O)(=O)O2)=O.O=P(Cl)(Cl)Cl, predict the reaction product. The product is: [CH3:14][C:13]1[C:6]2[N:5]([C:4]([CH2:16][CH2:17][CH3:18])=[N:3][C:2]=2[CH3:1])[C:7]2[S:11][CH:10]=[N:9][C:8]=2[N:12]=1. (3) Given the reactants [NH2:1][C:2]1[N:7]=[C:6]([N:8]2[C@H:13]([CH3:14])[CH2:12][CH2:11][C@H:10]([C:15]([OH:17])=O)[CH2:9]2)[CH:5]=[C:4]([C:18]2[CH:23]=[CH:22][C:21]([C:24]#[N:25])=[C:20]([F:26])[CH:19]=2)[N:3]=1.CN(C(ON1N=NC2C=CC=NC1=2)=[N+](C)C)C.F[P-](F)(F)(F)(F)F.CCN(C(C)C)C(C)C.[C:60]1([CH2:66][CH2:67][NH2:68])[CH:65]=[CH:64][CH:63]=[CH:62][CH:61]=1, predict the reaction product. The product is: [NH2:1][C:2]1[N:7]=[C:6]([N:8]2[C@H:13]([CH3:14])[CH2:12][CH2:11][C@H:10]([C:15]([NH:68][CH2:67][CH2:66][C:60]3[CH:65]=[CH:64][CH:63]=[CH:62][CH:61]=3)=[O:17])[CH2:9]2)[CH:5]=[C:4]([C:18]2[CH:23]=[CH:22][C:21]([C:24]#[N:25])=[C:20]([F:26])[CH:19]=2)[N:3]=1. (4) Given the reactants [F:1][C:2]1[CH:7]=[CH:6][C:5]([CH2:8][O:9][C:10]2[CH:19]=[C:18]([C:20]3[CH:21]=[N:22][N:23]([CH3:25])[CH:24]=3)[C:17]([CH2:26][N:27]3[CH2:32][CH2:31][O:30][CH2:29][CH2:28]3)=[CH:16][C:11]=2[C:12](OC)=[O:13])=[CH:4][CH:3]=1.[OH-].[Li+].Cl.C(N(C(C)C)CC)(C)C.[N:45]1[CH:50]=[CH:49][C:48]([NH2:51])=[CH:47][N:46]=1.ON1C2N=CC=CC=2N=N1.C(Cl)CCl, predict the reaction product. The product is: [F:1][C:2]1[CH:3]=[CH:4][C:5]([CH2:8][O:9][C:10]2[CH:19]=[C:18]([C:20]3[CH:21]=[N:22][N:23]([CH3:25])[CH:24]=3)[C:17]([CH2:26][N:27]3[CH2:28][CH2:29][O:30][CH2:31][CH2:32]3)=[CH:16][C:11]=2[C:12]([NH:51][C:48]2[CH:49]=[CH:50][N:45]=[N:46][CH:47]=2)=[O:13])=[CH:6][CH:7]=1. (5) Given the reactants [F:1][C:2]([F:21])([C:7]1[CH:8]=[C:9](OS(C(F)(F)F)(=O)=O)[CH:10]=[CH:11][CH:12]=1)[C:3]([F:6])([F:5])[F:4].[CH:22]([NH:24][C:25](=[O:27])[CH3:26])=[CH2:23].C(N(CC)CC)C.C1(P(C(P(C2C=CC=CC=2)C2C=CC=CC=2)(C)C)C2C=CC=CC=2)C=CC=CC=1, predict the reaction product. The product is: [F:1][C:2]([F:21])([C:7]1[CH:8]=[C:9]([C:22]([NH:24][C:25](=[O:27])[CH3:26])=[CH2:23])[CH:10]=[CH:11][CH:12]=1)[C:3]([F:6])([F:5])[F:4]. (6) Given the reactants [CH:1]1[CH:2]=[N:3][C:4]([NH:7][S:8]([C:11]2[CH:12]=[CH:13][C:14]([NH2:17])=[CH:15][CH:16]=2)(=[O:10])=[O:9])=[N:5][CH:6]=1.[C:18](Cl)([Cl:20])=[S:19].C(N(CC)CC)C, predict the reaction product. The product is: [Cl-:20].[N:3]1[CH:2]=[CH:1][CH:6]=[N:5][C:4]=1[NH:7][S:8]([C:11]1[CH:16]=[CH:15][C:14]([NH:17][CH:18]=[S:19])=[CH:13][CH:12]=1)(=[O:10])=[O:9]. (7) Given the reactants C(N(CC)CC)C.[Br:8][C:9]1[CH:14]=[CH:13][C:12]([OH:15])=[CH:11][C:10]=1[Cl:16].[C:17]1(B(O)O)[CH:22]=[CH:21][CH:20]=[CH:19][CH:18]=1, predict the reaction product. The product is: [Br:8][C:9]1[CH:14]=[CH:13][C:12]([O:15][C:17]2[CH:22]=[CH:21][CH:20]=[CH:19][CH:18]=2)=[CH:11][C:10]=1[Cl:16]. (8) Given the reactants C(O)(C(F)(F)F)=O.C(OC([N:15]1[CH2:20][CH2:19][CH:18]([C:21]2[CH:26]=[CH:25][C:24]([C:27]3[C:36]4[C:31](=[CH:32][C:33]([C:37]5[CH:42]=[CH:41][C:40]([C:43]([F:46])([F:45])[F:44])=[CH:39][CH:38]=5)=[CH:34][CH:35]=4)[CH:30]=[C:29]([C:47]([OH:49])=[O:48])[CH:28]=3)=[CH:23][CH:22]=2)[CH2:17][CH2:16]1)=O)(C)(C)C.[CH3:50][S:51]([OH:54])(=[O:53])=[O:52], predict the reaction product. The product is: [CH3:50][S:51]([O-:54])(=[O:53])=[O:52].[C:47]([C:29]1[CH:28]=[C:27]([C:24]2[CH:25]=[CH:26][C:21]([CH:18]3[CH2:19][CH2:20][NH2+:15][CH2:16][CH2:17]3)=[CH:22][CH:23]=2)[C:36]2[C:31]([CH:30]=1)=[CH:32][C:33]([C:37]1[CH:38]=[CH:39][C:40]([C:43]([F:44])([F:46])[F:45])=[CH:41][CH:42]=1)=[CH:34][CH:35]=2)([OH:49])=[O:48]. (9) Given the reactants [CH3:1][C:2]1([CH3:23])[O:6][C@@H:5]2[C@@H:7]([CH2:20][NH:21][CH3:22])[O:8][C@@H:9]([N:10]3[CH:18]=[N:17][C:16]4[C:11]3=[N:12][CH:13]=[N:14][C:15]=4[NH2:19])[C@@H:4]2[O:3]1.[O:24]=[C:25]1[C:33]2[C:28](=[CH:29][CH:30]=[CH:31][CH:32]=2)[C:27](=[O:34])[N:26]1[CH2:35][CH2:36][CH:37]=O.[BH-](OC(C)=O)(OC(C)=O)OC(C)=O.[Na+].C([O-])(O)=O.[Na+], predict the reaction product. The product is: [NH2:19][C:15]1[N:14]=[CH:13][N:12]=[C:11]2[C:16]=1[N:17]=[CH:18][N:10]2[C@H:9]1[C@@H:4]2[O:3][C:2]([CH3:1])([CH3:23])[O:6][C@@H:5]2[C@@H:7]([CH2:20][N:21]([CH3:22])[CH2:37][CH2:36][CH2:35][N:26]2[C:27](=[O:34])[C:28]3[C:33](=[CH:32][CH:31]=[CH:30][CH:29]=3)[C:25]2=[O:24])[O:8]1. (10) Given the reactants [CH2:1]([N:3]([CH2:29][CH3:30])[C:4]1[CH:9]=[C:8]([C:10]2[O:14][N:13]=[C:12]([C:15]3[CH:24]=[C:23]([CH3:25])[C:18]([O:19][CH2:20][CH2:21][OH:22])=[C:17]([CH2:26][CH3:27])[CH:16]=3)[N:11]=2)[CH:7]=[C:6]([CH3:28])[N:5]=1)[CH3:2].CCN(C(C)C)C(C)C.[CH3:40][S:41](Cl)(=[O:43])=[O:42], predict the reaction product. The product is: [CH2:29]([N:3]([CH2:1][CH3:2])[C:4]1[CH:9]=[C:8]([C:10]2[O:14][N:13]=[C:12]([C:15]3[CH:24]=[C:23]([CH3:25])[C:18]([O:19][CH2:20][CH2:21][O:22][S:41]([CH3:40])(=[O:43])=[O:42])=[C:17]([CH2:26][CH3:27])[CH:16]=3)[N:11]=2)[CH:7]=[C:6]([CH3:28])[N:5]=1)[CH3:30].